Task: Predict the product of the given reaction.. Dataset: Forward reaction prediction with 1.9M reactions from USPTO patents (1976-2016) (1) Given the reactants Cl[C:2]1[S:3][C:4]([C:13]([O:15][CH3:16])=[O:14])=[C:5]([C:7]2[N:11]([CH3:12])[N:10]=[CH:9][N:8]=2)[N:6]=1.[Cl:17][C:18]1[C:22]([Cl:23])=[C:21]([CH3:24])[NH:20][C:19]=1[C:25]([NH:27][C@@H:28]1[CH2:33][CH2:32][NH:31][CH2:30][C@@H:29]1[O:34][CH2:35][CH:36]=[CH2:37])=[O:26].C(N(CC)C(C)C)(C)C.O, predict the reaction product. The product is: [Cl:17][C:18]1[C:22]([Cl:23])=[C:21]([CH3:24])[NH:20][C:19]=1[C:25]([NH:27][C@@H:28]1[CH2:33][CH2:32][N:31]([C:2]2[S:3][C:4]([C:13]([O:15][CH3:16])=[O:14])=[C:5]([C:7]3[N:11]([CH3:12])[N:10]=[CH:9][N:8]=3)[N:6]=2)[CH2:30][C@@H:29]1[O:34][CH2:35][CH:36]=[CH2:37])=[O:26]. (2) Given the reactants [CH3:1][C:2]([CH3:4])=O.[NH2:5][O:6][CH2:7][CH2:8][CH2:9][N:10]1[C:22]2[C:21]3[N:20]=[CH:19][CH:18]=[CH:17][C:16]=3[N:15]=[C:14]([NH2:23])[C:13]=2[N:12]=[CH:11]1, predict the reaction product. The product is: [NH2:23][C:14]1[C:13]2[N:12]=[CH:11][N:10]([CH2:9][CH2:8][CH2:7][O:6][N:5]=[C:2]([CH3:4])[CH3:1])[C:22]=2[C:21]2[N:20]=[CH:19][CH:18]=[CH:17][C:16]=2[N:15]=1. (3) The product is: [CH:13]1[C:22]2[C:17](=[CH:18][CH:19]=[CH:20][CH:21]=2)[CH:16]=[CH:15][C:14]=1[S:23]([NH:1][C:2]1[S:3][CH:4]=[C:5]([CH2:7][C:8]([O:10][CH2:11][CH3:12])=[O:9])[N:6]=1)(=[O:24])=[O:25]. Given the reactants [NH2:1][C:2]1[S:3][CH:4]=[C:5]([CH2:7][C:8]([O:10][CH2:11][CH3:12])=[O:9])[N:6]=1.[CH:13]1[C:22]2[C:17](=[CH:18][CH:19]=[CH:20][CH:21]=2)[CH:16]=[CH:15][C:14]=1[S:23](Cl)(=[O:25])=[O:24], predict the reaction product. (4) Given the reactants [C:1]1([CH2:7][CH2:8][C:9]2[NH:21][C:12]3[N:13]=[CH:14][CH:15]=[C:16]([C:17]([NH:19][NH2:20])=[O:18])[C:11]=3[CH:10]=2)[CH:6]=[CH:5][CH:4]=[CH:3][CH:2]=1.[N:22]#[C:23]Br, predict the reaction product. The product is: [C:1]1([CH2:7][CH2:8][C:9]2[NH:21][C:12]3=[N:13][CH:14]=[CH:15][C:16]([C:17]4[O:18][C:23]([NH2:22])=[N:20][N:19]=4)=[C:11]3[CH:10]=2)[CH:6]=[CH:5][CH:4]=[CH:3][CH:2]=1. (5) Given the reactants [C@H]1(C[N:12]2[CH2:17][CH2:16][CH:15]([NH:18][C:19]([C:21]3[NH:22][C:23]4[C:28]([CH:29]=3)=[C:27]([O:30][CH2:31][C:32]3[C:36]5[C:37]([O:41][CH3:42])=[CH:38][CH:39]=[CH:40][C:35]=5[O:34][CH:33]=3)[CH:26]=[CH:25][CH:24]=4)=[O:20])[CH2:14][CH2:13]2)[C@@H]2N(CCCC2)CCC1.Cl.Cl.Cl.NC1CCN([CH2:53][CH2:54][N:55]2[CH2:60][CH2:59][C@H:58]([OH:61])[C@@H:57]([CH3:62])[CH2:56]2)CC1, predict the reaction product. The product is: [OH:61][C@H:58]1[CH2:59][CH2:60][N:55]([CH2:54][CH2:53][N:12]2[CH2:17][CH2:16][CH:15]([NH:18][C:19]([C:21]3[NH:22][C:23]4[C:28]([CH:29]=3)=[C:27]([O:30][CH2:31][C:32]3[C:36]5[C:37]([O:41][CH3:42])=[CH:38][CH:39]=[CH:40][C:35]=5[O:34][CH:33]=3)[CH:26]=[CH:25][CH:24]=4)=[O:20])[CH2:14][CH2:13]2)[CH2:56][C@@H:57]1[CH3:62]. (6) Given the reactants [OH:1][C@H:2]1[CH2:6][CH2:5][N:4]([C:7]([O:9][CH2:10][C:11]2[CH:16]=[CH:15][C:14]([N+:17]([O-:19])=[O:18])=[CH:13][CH:12]=2)=[O:8])[CH2:3]1.[CH3:20][S:21](Cl)(=[O:23])=[O:22].C(N(CC)CC)C, predict the reaction product. The product is: [CH3:20][S:21]([O:1][C@H:2]1[CH2:6][CH2:5][N:4]([C:7]([O:9][CH2:10][C:11]2[CH:16]=[CH:15][C:14]([N+:17]([O-:19])=[O:18])=[CH:13][CH:12]=2)=[O:8])[CH2:3]1)(=[O:23])=[O:22]. (7) Given the reactants [CH2:1]([NH2:13])[CH2:2][CH2:3][CH2:4][CH2:5][CH2:6][CH2:7][CH2:8][CH2:9][CH2:10][CH2:11][CH3:12].[Li]CCCC.C([O:21][C:22](=O)[C:23]1[CH:28]=[C:27]([C:29]2[CH:34]=[CH:33][CH:32]=[C:31]([C:35]([F:38])([F:37])[F:36])[CH:30]=2)[C:26]([O:39][CH2:40][CH2:41][OH:42])=[C:25]([C:43]2[CH:48]=[CH:47][CH:46]=[C:45]([C:49]([F:52])([F:51])[F:50])[CH:44]=2)[CH:24]=1)C.Cl, predict the reaction product. The product is: [CH2:1]([NH:13][C:22](=[O:21])[C:23]1[CH:24]=[C:25]([C:43]2[CH:48]=[CH:47][CH:46]=[C:45]([C:49]([F:51])([F:52])[F:50])[CH:44]=2)[C:26]([O:39][CH2:40][CH2:41][OH:42])=[C:27]([C:29]2[CH:34]=[CH:33][CH:32]=[C:31]([C:35]([F:38])([F:37])[F:36])[CH:30]=2)[CH:28]=1)[CH2:2][CH2:3][CH2:4][CH2:5][CH2:6][CH2:7][CH2:8][CH2:9][CH2:10][CH2:11][CH3:12]. (8) Given the reactants [F:1][C:2]1[CH:3]=[CH:4][C:5]([NH2:9])=[C:6]([SH:8])[CH:7]=1.[C:10](OCC)(=O)[C:11]([O:13][CH2:14][CH3:15])=[O:12].O.Cl, predict the reaction product. The product is: [F:1][C:2]1[CH:3]=[CH:4][C:5]2[N:9]=[C:10]([C:11]([O:13][CH2:14][CH3:15])=[O:12])[S:8][C:6]=2[CH:7]=1.